This data is from Catalyst prediction with 721,799 reactions and 888 catalyst types from USPTO. The task is: Predict which catalyst facilitates the given reaction. Reactant: [C:1]1([CH2:7][C:8]([O:10][CH2:11][CH3:12])=[O:9])[CH:6]=[CH:5][CH:4]=[CH:3][CH:2]=1.[Cl:13][C:14]1[C:18]([C:19](Cl)=[O:20])=[C:17]([Cl:22])[N:16]([CH3:23])[N:15]=1.CC(C)([O-])C.[K+].O. Product: [C:1]1([C:7](=[C:19]([C:18]2[C:14]([Cl:13])=[N:15][N:16]([CH3:23])[C:17]=2[Cl:22])[OH:20])[C:8]([O:10][CH2:11][CH3:12])=[O:9])[CH:6]=[CH:5][CH:4]=[CH:3][CH:2]=1. The catalyst class is: 7.